Task: Regression. Given two drug SMILES strings and cell line genomic features, predict the synergy score measuring deviation from expected non-interaction effect.. Dataset: NCI-60 drug combinations with 297,098 pairs across 59 cell lines (1) Drug 1: C1=CC(=CC=C1CCC2=CNC3=C2C(=O)NC(=N3)N)C(=O)NC(CCC(=O)O)C(=O)O. Drug 2: CCN(CC)CCNC(=O)C1=C(NC(=C1C)C=C2C3=C(C=CC(=C3)F)NC2=O)C. Cell line: RPMI-8226. Synergy scores: CSS=47.0, Synergy_ZIP=4.80, Synergy_Bliss=4.96, Synergy_Loewe=-14.3, Synergy_HSA=2.31. (2) Drug 1: COC1=CC(=CC(=C1O)OC)C2C3C(COC3=O)C(C4=CC5=C(C=C24)OCO5)OC6C(C(C7C(O6)COC(O7)C8=CC=CS8)O)O. Drug 2: CCCCC(=O)OCC(=O)C1(CC(C2=C(C1)C(=C3C(=C2O)C(=O)C4=C(C3=O)C=CC=C4OC)O)OC5CC(C(C(O5)C)O)NC(=O)C(F)(F)F)O. Cell line: EKVX. Synergy scores: CSS=12.0, Synergy_ZIP=-9.57, Synergy_Bliss=-2.27, Synergy_Loewe=0.207, Synergy_HSA=-0.774. (3) Drug 1: C1=CC(=C2C(=C1NCCNCCO)C(=O)C3=C(C=CC(=C3C2=O)O)O)NCCNCCO. Synergy scores: CSS=49.7, Synergy_ZIP=5.12, Synergy_Bliss=6.02, Synergy_Loewe=-29.5, Synergy_HSA=6.47. Drug 2: CC1=CC=C(C=C1)C2=CC(=NN2C3=CC=C(C=C3)S(=O)(=O)N)C(F)(F)F. Cell line: SN12C. (4) Drug 1: CC=C1C(=O)NC(C(=O)OC2CC(=O)NC(C(=O)NC(CSSCCC=C2)C(=O)N1)C(C)C)C(C)C. Drug 2: CC1C(C(CC(O1)OC2CC(OC(C2O)C)OC3=CC4=CC5=C(C(=O)C(C(C5)C(C(=O)C(C(C)O)O)OC)OC6CC(C(C(O6)C)O)OC7CC(C(C(O7)C)O)OC8CC(C(C(O8)C)O)(C)O)C(=C4C(=C3C)O)O)O)O. Cell line: LOX IMVI. Synergy scores: CSS=82.1, Synergy_ZIP=0.808, Synergy_Bliss=0.571, Synergy_Loewe=-23.2, Synergy_HSA=-0.490. (5) Drug 1: CC12CCC(CC1=CCC3C2CCC4(C3CC=C4C5=CN=CC=C5)C)O. Drug 2: CCC(=C(C1=CC=CC=C1)C2=CC=C(C=C2)OCCN(C)C)C3=CC=CC=C3.C(C(=O)O)C(CC(=O)O)(C(=O)O)O. Cell line: M14. Synergy scores: CSS=1.93, Synergy_ZIP=0.557, Synergy_Bliss=3.07, Synergy_Loewe=1.16, Synergy_HSA=2.03.